From a dataset of Reaction yield outcomes from USPTO patents with 853,638 reactions. Predict the reaction yield, written as a fraction of the theoretical maximum amount of product (1.0 means a 100% yield; for example, 0.34 means a 34% yield). (1) The catalyst is CN(C)C1C=CN=CC=1.CN(C)C(=O)C. The reactants are [CH2:1]([O:5][C:6]1[CH:10]=[C:9]([CH2:11][CH2:12][S:13]([NH2:16])(=[O:15])=[O:14])[N:8]([CH2:17][C:18]2[CH:23]=[CH:22][C:21]([Cl:24])=[CH:20][C:19]=2[Cl:25])[N:7]=1)[CH2:2][CH2:3][CH3:4].C(N(CC)C(C)C)(C)C.Cl[C:36]([O:38][CH2:39][CH2:40][CH2:41][CH3:42])=[O:37]. The product is [CH2:1]([O:5][C:6]1[CH:10]=[C:9]([CH2:11][CH2:12][S:13]([NH:16][C:36](=[O:37])[O:38][CH2:39][CH2:40][CH2:41][CH3:42])(=[O:14])=[O:15])[N:8]([CH2:17][C:18]2[CH:23]=[CH:22][C:21]([Cl:24])=[CH:20][C:19]=2[Cl:25])[N:7]=1)[CH2:2][CH2:3][CH3:4]. The yield is 0.670. (2) The reactants are [C:1]([CH2:4][CH2:5][C:6]1[C:14]([Cl:15])=[CH:13][C:9]([C:10]([OH:12])=[O:11])=[C:8]([Cl:16])[CH:7]=1)([OH:3])=[O:2].S(Cl)(Cl)=O.[CH3:21]COCC. The catalyst is CO. The product is [Cl:16][C:8]1[CH:7]=[C:6]([CH2:5][CH2:4][C:1]([O:3][CH3:21])=[O:2])[C:14]([Cl:15])=[CH:13][C:9]=1[C:10]([OH:12])=[O:11]. The yield is 0.750.